Dataset: NCI-60 drug combinations with 297,098 pairs across 59 cell lines. Task: Regression. Given two drug SMILES strings and cell line genomic features, predict the synergy score measuring deviation from expected non-interaction effect. (1) Drug 1: C1=NNC2=C1C(=O)NC=N2. Drug 2: C(CCl)NC(=O)N(CCCl)N=O. Cell line: UACC62. Synergy scores: CSS=3.53, Synergy_ZIP=-3.20, Synergy_Bliss=-0.0844, Synergy_Loewe=-7.77, Synergy_HSA=-1.63. (2) Drug 1: CCCCC(=O)OCC(=O)C1(CC(C2=C(C1)C(=C3C(=C2O)C(=O)C4=C(C3=O)C=CC=C4OC)O)OC5CC(C(C(O5)C)O)NC(=O)C(F)(F)F)O. Drug 2: C(CC(=O)O)C(=O)CN.Cl. Cell line: KM12. Synergy scores: CSS=56.7, Synergy_ZIP=-0.328, Synergy_Bliss=0.706, Synergy_Loewe=1.05, Synergy_HSA=0.194. (3) Drug 1: CC1=CC2C(CCC3(C2CCC3(C(=O)C)OC(=O)C)C)C4(C1=CC(=O)CC4)C. Drug 2: N.N.Cl[Pt+2]Cl. Cell line: K-562. Synergy scores: CSS=1.57, Synergy_ZIP=-0.554, Synergy_Bliss=-3.94, Synergy_Loewe=-37.5, Synergy_HSA=-4.67. (4) Drug 1: CCCCC(=O)OCC(=O)C1(CC(C2=C(C1)C(=C3C(=C2O)C(=O)C4=C(C3=O)C=CC=C4OC)O)OC5CC(C(C(O5)C)O)NC(=O)C(F)(F)F)O. Drug 2: C1=NNC2=C1C(=O)NC=N2. Cell line: PC-3. Synergy scores: CSS=21.1, Synergy_ZIP=-2.30, Synergy_Bliss=0.400, Synergy_Loewe=-12.4, Synergy_HSA=-0.147. (5) Drug 1: CC12CCC(CC1=CCC3C2CCC4(C3CC=C4C5=CN=CC=C5)C)O. Drug 2: CN(CC1=CN=C2C(=N1)C(=NC(=N2)N)N)C3=CC=C(C=C3)C(=O)NC(CCC(=O)O)C(=O)O. Cell line: KM12. Synergy scores: CSS=15.8, Synergy_ZIP=-0.441, Synergy_Bliss=1.94, Synergy_Loewe=3.27, Synergy_HSA=4.40. (6) Drug 1: C1=NC2=C(N=C(N=C2N1C3C(C(C(O3)CO)O)F)Cl)N. Drug 2: CCN(CC)CCCC(C)NC1=C2C=C(C=CC2=NC3=C1C=CC(=C3)Cl)OC. Cell line: NCI-H226. Synergy scores: CSS=-1.36, Synergy_ZIP=0.313, Synergy_Bliss=-1.97, Synergy_Loewe=-6.40, Synergy_HSA=-6.25.